From a dataset of Peptide-MHC class II binding affinity with 134,281 pairs from IEDB. Regression. Given a peptide amino acid sequence and an MHC pseudo amino acid sequence, predict their binding affinity value. This is MHC class II binding data. (1) The binding affinity (normalized) is 0.376. The peptide sequence is AAVLFAATAAAAAAV. The MHC is DRB4_0101 with pseudo-sequence DRB4_0103. (2) The peptide sequence is CPTDCFRKHPDATYSRCGSG. The MHC is DRB1_0301 with pseudo-sequence DRB1_0301. The binding affinity (normalized) is 0.0220.